Dataset: Reaction yield outcomes from USPTO patents with 853,638 reactions. Task: Predict the reaction yield, written as a fraction of the theoretical maximum amount of product (1.0 means a 100% yield; for example, 0.34 means a 34% yield). (1) The reactants are [CH:1]1([N:6]2[C:14]3[C:9](=[CH:10][CH:11]=[C:12]([C:15]4[N:19]([C:20]5[CH:28]=[CH:27][C:23]([C:24]([OH:26])=O)=[CH:22][CH:21]=5)[N:18]=[CH:17][CH:16]=4)[CH:13]=3)[C:8]([CH2:29][CH3:30])=[N:7]2)[CH2:5][CH2:4][CH2:3][CH2:2]1.[CH2:31]([NH:33][CH2:34][CH3:35])[CH3:32].CN(C(ON1N=NC2C=CC=NC1=2)=[N+](C)C)C.F[P-](F)(F)(F)(F)F.C(N(CC)C(C)C)(C)C. The catalyst is CN(C)C=O. The product is [CH:1]1([N:6]2[C:14]3[C:9](=[CH:10][CH:11]=[C:12]([C:15]4[N:19]([C:20]5[CH:21]=[CH:22][C:23]([C:24]([N:33]([CH2:34][CH3:35])[CH2:31][CH3:32])=[O:26])=[CH:27][CH:28]=5)[N:18]=[CH:17][CH:16]=4)[CH:13]=3)[C:8]([CH2:29][CH3:30])=[N:7]2)[CH2:5][CH2:4][CH2:3][CH2:2]1. The yield is 0.580. (2) The reactants are I[C:2]1[CH:3]=[N:4][N:5]([CH:7]2[CH2:12][CH2:11][CH2:10][CH2:9][O:8]2)[CH:6]=1.CN(C)CCN(C)C.C([Li])(C)(C)C.[F:26][C:27]1([F:34])[CH2:32][CH2:31][C:30](=[O:33])[CH2:29][CH2:28]1. The catalyst is C1COCC1. The product is [F:26][C:27]1([F:34])[CH2:32][CH2:31][C:30]([C:2]2[CH:3]=[N:4][N:5]([CH:7]3[CH2:12][CH2:11][CH2:10][CH2:9][O:8]3)[CH:6]=2)([OH:33])[CH2:29][CH2:28]1. The yield is 0.110. (3) The reactants are ClCCl.C[O:5][C:6]1[C:15]2[C:10](=[C:11]([CH2:16][CH3:17])[CH:12]=[CH:13][CH:14]=2)[CH:9]=[CH:8][CH:7]=1.B(Br)(Br)Br. The yield is 0.750. The product is [CH2:16]([C:11]1[CH:12]=[CH:13][CH:14]=[C:15]2[C:10]=1[CH:9]=[CH:8][CH:7]=[C:6]2[OH:5])[CH3:17]. The catalyst is O. (4) The reactants are [CH3:1][O:2][C:3]1[CH:8]=[CH:7][C:6]([NH:9][C:10](=[O:15])[CH2:11][C:12]([OH:14])=O)=[CH:5][CH:4]=1.ClC(N(C)C)=C(C)C.[NH2:24][C:25]([CH3:41])([CH2:31][C:32](=[O:40])[C:33]1[CH:38]=[CH:37][C:36]([CH3:39])=[CH:35][CH:34]=1)[C:26]([O:28][CH2:29][CH3:30])=[O:27].N1C=CC=CC=1. The catalyst is C(Cl)Cl.CCOC(C)=O. The product is [CH3:1][O:2][C:3]1[CH:4]=[CH:5][C:6]([NH:9][C:10](=[O:15])[CH2:11][C:12]([NH:24][C:25]([CH3:41])([CH2:31][C:32](=[O:40])[C:33]2[CH:38]=[CH:37][C:36]([CH3:39])=[CH:35][CH:34]=2)[C:26]([O:28][CH2:29][CH3:30])=[O:27])=[O:14])=[CH:7][CH:8]=1. The yield is 0.880. (5) The reactants are [NH2:1][C:2]1[NH:7][C:6](=[O:8])[CH:5]=[C:4]([CH2:9][CH2:10][C:11]2[CH:16]=[CH:15][CH:14]=[C:13]([C:17]3[O:18][CH:19]=[CH:20][CH:21]=3)[CH:12]=2)[N:3]=1.[C:22]([O-:25])([O-])=O.[K+].[K+].[CH2:40](C(Br)COCC(Br)[CH2:40][C:41]1[CH:46]=[CH:45][CH:44]=[CH:43][CH:42]=1)[C:41]1[CH:46]=[CH:45][CH:44]=[CH:43][CH:42]=1.[CH3:49]N(C=O)C. No catalyst specified. The product is [NH2:1][C:2]1[N:7]([CH2:49][CH2:22][O:25][CH2:40][C:41]2[CH:42]=[CH:43][CH:44]=[CH:45][CH:46]=2)[C:6](=[O:8])[CH:5]=[C:4]([CH2:9][CH2:10][C:11]2[CH:16]=[CH:15][CH:14]=[C:13]([C:17]3[O:18][CH:19]=[CH:20][CH:21]=3)[CH:12]=2)[N:3]=1. The yield is 0.160. (6) The reactants are [CH3:1][O:2][C:3]1[CH:4]=[C:5]2[C:10](=[CH:11][C:12]=1[OH:13])[N:9]=[CH:8][CH:7]=[C:6]2[O:14][C:15]1[C:16]([C:22]2[S:23][CH:24]=[CH:25][N:26]=2)=[N:17][C:18]([CH3:21])=[CH:19][CH:20]=1.CC1(C)[O:33][CH2:32][CH:31]([CH2:34]O)[CH2:30][O:29]1.C1(P(C2C=CC=CC=2)C2C=CC=CC=2)C=CC=CC=1.C(N=C=NN=NN=C=NCC)C.S(=O)(=O)(O)O. The catalyst is C1(C)C=CC=CC=1.O. The product is [CH3:1][O:2][C:3]1[CH:4]=[C:5]2[C:10](=[CH:11][C:12]=1[O:13][CH2:34][CH:31]([CH2:32][OH:33])[CH2:30][OH:29])[N:9]=[CH:8][CH:7]=[C:6]2[O:14][C:15]1[C:16]([C:22]2[S:23][CH:24]=[CH:25][N:26]=2)=[N:17][C:18]([CH3:21])=[CH:19][CH:20]=1. The yield is 0.190. (7) The reactants are C(OC([N:8](COCC[Si](C)(C)C)[C:9]1[S:10][C@:11]2(/[CH:35]=[CH:36]/[C:37]([O:39][CH2:40][CH3:41])=[O:38])[C@H:13]([C@:14]([C:18]3[CH:23]=[C:22]([NH:24][C:25](=[O:33])[C:26]4[CH:31]=[CH:30][C:29]([Cl:32])=[CH:28][N:27]=4)[CH:21]=[CH:20][C:19]=3[F:34])([CH2:16][F:17])[N:15]=1)[CH2:12]2)=O)(C)(C)C.OS(O)(=O)=O.C(O)(C(F)(F)F)=O.C([O-])([O-])=O.[Na+].[Na+]. No catalyst specified. The product is [NH2:8][C:9]1[S:10][C@:11]2(/[CH:35]=[CH:36]/[C:37]([O:39][CH2:40][CH3:41])=[O:38])[C@H:13]([C@:14]([C:18]3[CH:23]=[C:22]([NH:24][C:25](=[O:33])[C:26]4[CH:31]=[CH:30][C:29]([Cl:32])=[CH:28][N:27]=4)[CH:21]=[CH:20][C:19]=3[F:34])([CH2:16][F:17])[N:15]=1)[CH2:12]2. The yield is 0.810.